From a dataset of Forward reaction prediction with 1.9M reactions from USPTO patents (1976-2016). Predict the product of the given reaction. (1) Given the reactants [Cl:1][C:2]1[CH:3]=[C:4]([C:8]([C:33]2[CH:37]=C(C3OCCO3)[S:35][CH:34]=2)(O)[CH2:9][CH2:10][CH2:11][S:12]C(C2C=CC=CC=2)(C2C=CC=CC=2)C2C=CC=CC=2)[CH:5]=[CH:6][CH:7]=1.[C:43](O)([C:45](F)(F)F)=[O:44], predict the reaction product. The product is: [Cl:1][C:2]1[CH:3]=[C:4]([C:8]2([C:33]3[CH:37]=[C:45]([CH:43]=[O:44])[S:35][CH:34]=3)[CH2:9][CH2:10][CH2:11][S:12]2)[CH:5]=[CH:6][CH:7]=1. (2) Given the reactants [O-][CH2:2]C.[Na+].[Na].C([O:8][C:9](=[O:31])[CH:10]([CH2:14][C:15]([C:17]1[CH:22]=[CH:21][C:20]([O:23][CH2:24][C:25]2[CH:30]=[CH:29][CH:28]=[CH:27][CH:26]=2)=[CH:19][CH:18]=1)=O)C(=O)C)C.[Cl-].[Cl:33][C:34]1[CH:39]=[C:38]([Cl:40])[CH:37]=[CH:36][C:35]=1[N+:41]#[N:42].[OH-].[Na+].Cl, predict the reaction product. The product is: [CH2:24]([O:23][C:20]1[CH:19]=[CH:18][C:17]([C:15]2[N:41]([C:35]3[CH:36]=[CH:37][C:38]([Cl:40])=[CH:39][C:34]=3[Cl:33])[N:42]=[C:10]([C:9]([OH:8])=[O:31])[C:14]=2[CH3:2])=[CH:22][CH:21]=1)[C:25]1[CH:26]=[CH:27][CH:28]=[CH:29][CH:30]=1. (3) Given the reactants [CH3:1][O:2][C:3](=[O:29])[C:4]1[CH:9]=[C:8]([O:10][CH3:11])[C:7]([NH:12][C:13]([O:15]C2C=CC([N+]([O-])=O)=CC=2)=O)=[CH:6][C:5]=1[C:25]([F:28])([F:27])[F:26].[NH2:30][C:31]1[CH:36]=[N:35][C:34]([CH3:37])=[CH:33][N:32]=1, predict the reaction product. The product is: [CH3:1][O:2][C:3](=[O:29])[C:4]1[CH:9]=[C:8]([O:10][CH3:11])[C:7]([NH:12][C:13]([NH:30][C:31]2[CH:36]=[N:35][C:34]([CH3:37])=[CH:33][N:32]=2)=[O:15])=[CH:6][C:5]=1[C:25]([F:26])([F:27])[F:28]. (4) Given the reactants [C:1]1([N:7]2[CH:15]=[C:14]3[C:9]([CH:10]=[CH:11][C:12]([OH:16])=[CH:13]3)=[N:8]2)[CH:6]=[CH:5][CH:4]=[CH:3][CH:2]=1.[Br:17][C:18]1[CH:23]=[C:22]([N+:24]([O-:26])=[O:25])[CH:21]=[C:20]([Br:27])[C:19]=1I.C(=O)([O-])[O-].[K+].[K+].C(OCC)(=O)C, predict the reaction product. The product is: [Br:17][C:18]1[CH:23]=[C:22]([N+:24]([O-:26])=[O:25])[CH:21]=[C:20]([Br:27])[C:19]=1[O:16][C:12]1[CH:11]=[CH:10][C:9]2[C:14](=[CH:15][N:7]([C:1]3[CH:2]=[CH:3][CH:4]=[CH:5][CH:6]=3)[N:8]=2)[CH:13]=1. (5) Given the reactants [OH:1][C:2]1[CH:3]=[C:4]([CH2:8][C:9]([OH:11])=[O:10])[CH:5]=[CH:6][CH:7]=1.Cl.[CH3:13]O, predict the reaction product. The product is: [CH3:13][O:10][C:9](=[O:11])[CH2:8][C:4]1[CH:5]=[CH:6][CH:7]=[C:2]([OH:1])[CH:3]=1.